Dataset: Full USPTO retrosynthesis dataset with 1.9M reactions from patents (1976-2016). Task: Predict the reactants needed to synthesize the given product. (1) Given the product [CH3:26][C:27]1([NH:31][C:20]([CH:17]2[CH2:16][CH2:15][N:14]([CH:12]3[CH2:13][C:10]4([CH2:23][CH2:24][N:8]([C:6]([O:5][C:1]([CH3:4])([CH3:2])[CH3:3])=[O:7])[CH2:9]4)[CH2:11]3)[CH2:19][CH2:18]2)=[O:22])[CH2:30][CH2:29][CH2:28]1, predict the reactants needed to synthesize it. The reactants are: [C:1]([O:5][C:6]([N:8]1[CH2:24][CH2:23][C:10]2([CH2:13][CH:12]([N:14]3[CH2:19][CH2:18][CH:17]([C:20]([OH:22])=O)[CH2:16][CH2:15]3)[CH2:11]2)[CH2:9]1)=[O:7])([CH3:4])([CH3:3])[CH3:2].Cl.[CH3:26][C:27]1([NH2:31])[CH2:30][CH2:29][CH2:28]1.CN(C(ON1N=NC2C=CC=NC1=2)=[N+](C)C)C.F[P-](F)(F)(F)(F)F.CCN(C(C)C)C(C)C. (2) Given the product [C:9]([O:13][C:14]([N:16]1[CH2:21][CH2:20][C@@H:19]([NH:22][CH2:1][C:2]2[CH:7]=[CH:6][CH:5]=[CH:4][CH:3]=2)[C@H:18]([OH:23])[CH2:17]1)=[O:15])([CH3:12])([CH3:10])[CH3:11], predict the reactants needed to synthesize it. The reactants are: [CH:1](=O)[C:2]1[CH:7]=[CH:6][CH:5]=[CH:4][CH:3]=1.[C:9]([O:13][C:14]([N:16]1[CH2:21][CH2:20][C@@H:19]([NH2:22])[C@H:18]([OH:23])[CH2:17]1)=[O:15])([CH3:12])([CH3:11])[CH3:10].C(O)(=O)C.C([BH3-])#N.[Na+]. (3) Given the product [CH3:18][O:11][C:10](=[O:12])[C:9]1[CH:13]=[CH:14][CH:15]=[C:7]([N:6]2[C:2]([NH2:1])=[C:3]([C:16]#[N:17])[CH:4]=[N:5]2)[CH:8]=1, predict the reactants needed to synthesize it. The reactants are: [NH2:1][C:2]1[N:6]([C:7]2[CH:8]=[C:9]([CH:13]=[CH:14][CH:15]=2)[C:10]([OH:12])=[O:11])[N:5]=[CH:4][C:3]=1[C:16]#[N:17].[CH3:18][Si](C=[N+]=[N-])(C)C.C(OCC)C. (4) Given the product [BrH:25].[NH2:23][C:24]1[NH:10][C:9]2[CH:8]=[CH:7][C:6]([C:13]([N:15]3[CH2:20][CH2:19][N:18]([CH2:21][CH3:22])[CH2:17][CH2:16]3)=[O:14])=[CH:5][C:4]=2[N:1]=1, predict the reactants needed to synthesize it. The reactants are: [N+:1]([C:4]1[CH:5]=[C:6]([C:13]([N:15]2[CH2:20][CH2:19][N:18]([CH2:21][CH3:22])[CH2:17][CH2:16]2)=[O:14])[CH:7]=[CH:8][C:9]=1[N+:10]([O-])=O)([O-])=O.[N:23]#[C:24][Br:25]. (5) Given the product [C:1]([C:3]1[CH:8]=[CH:7][C:6]([NH:9][CH:10]([C:16]2[CH:17]=[C:18]([O:24][CH3:25])[CH:19]=[C:20]([CH2:22][CH3:23])[CH:21]=2)[C:11]([O:13][CH2:14][CH3:15])=[O:12])=[CH:5][CH:4]=1)#[N:2], predict the reactants needed to synthesize it. The reactants are: [C:1]([C:3]1[CH:8]=[CH:7][C:6]([NH:9][CH:10]([C:16]2[CH:21]=[C:20]([CH:22]=[CH2:23])[CH:19]=[C:18]([O:24][CH3:25])[CH:17]=2)[C:11]([O:13][CH2:14][CH3:15])=[O:12])=[CH:5][CH:4]=1)#[N:2].C1COCC1. (6) Given the product [NH2:30][C:28](=[O:29])[CH2:27][C:21]1([NH:20][C:17]([C:7]2[CH:6]=[CH:5][C:4]([CH:1]3[CH2:2][CH2:3]3)=[C:9]([O:10][CH2:11][CH:12]3[CH2:16][CH2:15][CH2:14][O:13]3)[N:8]=2)=[O:19])[CH2:22][S:23](=[O:25])(=[O:26])[CH2:24]1, predict the reactants needed to synthesize it. The reactants are: [CH:1]1([C:4]2[CH:5]=[CH:6][C:7]([C:17]([OH:19])=O)=[N:8][C:9]=2[O:10][CH2:11][CH:12]2[CH2:16][CH2:15][CH2:14][O:13]2)[CH2:3][CH2:2]1.[NH2:20][C:21]1([CH2:27][C:28]([NH2:30])=[O:29])[CH2:24][S:23](=[O:26])(=[O:25])[CH2:22]1.CN(C(ON1N=NC2C=CC=CC1=2)=[N+](C)C)C.[B-](F)(F)(F)F.CCN(C(C)C)C(C)C. (7) Given the product [CH3:2][C:1]1[O:3][C:6]([C:7]([O:9][CH2:10][CH3:11])=[O:8])=[C:12]([CH3:14])[N:4]=1, predict the reactants needed to synthesize it. The reactants are: [C:1]([NH2:4])(=[O:3])[CH3:2].Cl[CH:6]([C:12]([CH3:14])=O)[C:7]([O:9][CH2:10][CH3:11])=[O:8].O.